From a dataset of Full USPTO retrosynthesis dataset with 1.9M reactions from patents (1976-2016). Predict the reactants needed to synthesize the given product. (1) Given the product [Br:30][C:31]1[CH:40]=[CH:39][C:34]([C:35](=[O:36])[CH2:19][C:7]2[C:6]3[C:11](=[CH:12][C:13]([O:14][CH2:15][CH3:16])=[C:4]([O:3][CH2:1][CH3:2])[CH:5]=3)[N:10]=[CH:9][C:8]=2[C:17]#[N:18])=[CH:33][CH:32]=1, predict the reactants needed to synthesize it. The reactants are: [CH2:1]([O:3][C:4]1[CH:5]=[C:6]2[C:11](=[CH:12][C:13]=1[O:14][CH2:15][CH3:16])[N:10]=[CH:9][C:8]([C:17]#[N:18])=[C:7]2[CH3:19])[CH3:2].C[Si](C)(C)[N-][Si](C)(C)C.[Li+].[Br:30][C:31]1[CH:40]=[CH:39][C:34]([C:35](OC)=[O:36])=[CH:33][CH:32]=1. (2) Given the product [CH:1]12[CH2:10][CH:5]3[CH2:6][CH:7]([CH2:9][CH:3]([CH2:4]3)[CH:2]1[NH:11][C:12]([C:14]1[CH:15]=[N:16][N:17]([C:23]3[CH:32]=[CH:31][C:26]([C:27]([OH:29])=[O:28])=[CH:25][CH:24]=3)[C:18]=1[S:19][CH2:20][CH2:21][CH3:22])=[O:13])[CH2:8]2, predict the reactants needed to synthesize it. The reactants are: [CH:1]12[CH2:10][CH:5]3[CH2:6][CH:7]([CH2:9][CH:3]([CH2:4]3)[CH:2]1[NH:11][C:12]([C:14]1[CH:15]=[N:16][N:17]([C:23]3[CH:32]=[CH:31][C:26]([C:27]([O:29]C)=[O:28])=[CH:25][CH:24]=3)[C:18]=1[S:19][CH2:20][CH2:21][CH3:22])=[O:13])[CH2:8]2.[OH-].[Na+]. (3) Given the product [CH2:3]([O:7][C:8]1[CH:9]=[CH:10][C:11]([S:14]([NH:17][CH2:18][C@H:19]([N:24]2[CH2:25][CH2:26][N:27]([S:30]([CH3:33])(=[O:31])=[O:32])[CH2:28][CH2:29]2)[C:20]([OH:22])=[O:21])(=[O:16])=[O:15])=[CH:12][CH:13]=1)[C:4]#[C:5][CH3:6], predict the reactants needed to synthesize it. The reactants are: [OH-].[Li+].[CH2:3]([O:7][C:8]1[CH:13]=[CH:12][C:11]([S:14]([NH:17][CH2:18][C@H:19]([N:24]2[CH2:29][CH2:28][N:27]([S:30]([CH3:33])(=[O:32])=[O:31])[CH2:26][CH2:25]2)[C:20]([O:22]C)=[O:21])(=[O:16])=[O:15])=[CH:10][CH:9]=1)[C:4]#[C:5][CH3:6]. (4) The reactants are: [N:1]12[CH2:8][CH2:7][C:4]([C:9]([C:17]3[CH:22]=[CH:21][CH:20]=[CH:19][CH:18]=3)([C:11]3[CH:16]=[CH:15][CH:14]=[CH:13][CH:12]=3)[OH:10])([CH2:5][CH2:6]1)[CH2:3][CH2:2]2.[Br:23][CH2:24][CH2:25][O:26][C:27]([C:30]1[CH:35]=[CH:34][CH:33]=[CH:32][CH:31]=1)([CH3:29])[CH3:28]. Given the product [Br-:23].[OH:10][C:9]([C:17]1[CH:22]=[CH:21][CH:20]=[CH:19][CH:18]=1)([C:11]1[CH:12]=[CH:13][CH:14]=[CH:15][CH:16]=1)[C:4]12[CH2:5][CH2:6][N+:1]([CH2:24][CH2:25][O:26][C:27]([CH3:29])([C:30]3[CH:35]=[CH:34][CH:33]=[CH:32][CH:31]=3)[CH3:28])([CH2:2][CH2:3]1)[CH2:8][CH2:7]2, predict the reactants needed to synthesize it. (5) Given the product [N:34]1([C:32]([C:29]2[CH:28]=[CH:27][C:26]([NH:25][C:2]3[C:3]4[NH:15][N:14]=[CH:13][C:4]=4[N:5]=[C:6]([C:8]4[CH:12]=[CH:11][S:10][CH:9]=4)[N:7]=3)=[CH:31][CH:30]=2)=[O:33])[CH2:35][CH2:36][CH2:37][CH2:38]1, predict the reactants needed to synthesize it. The reactants are: Cl[C:2]1[C:3]2[C:4](=[CH:13][N:14](CC3C=CC(OC)=CC=3)[N:15]=2)[N:5]=[C:6]([C:8]2[CH:12]=[CH:11][S:10][CH:9]=2)[N:7]=1.[NH2:25][C:26]1[CH:31]=[CH:30][C:29]([C:32]([N:34]2[CH2:38][CH2:37][CH2:36][CH2:35]2)=[O:33])=[CH:28][CH:27]=1.Cl.